From a dataset of Reaction yield outcomes from USPTO patents with 853,638 reactions. Predict the reaction yield, written as a fraction of the theoretical maximum amount of product (1.0 means a 100% yield; for example, 0.34 means a 34% yield). (1) The catalyst is O.C(OCC)(=O)C.CN(C)C=O. The reactants are C(=O)([O-])[O-].[K+].[K+].[C:7]([CH2:9][C:10]([O:12][CH3:13])=[O:11])#[N:8].Cl[C:15]1[CH:20]=[C:19]([Cl:21])[CH:18]=[CH:17][C:16]=1[N+:22]([O-:24])=[O:23].Cl. The yield is 0.830. The product is [Cl:21][C:19]1[CH:18]=[CH:17][C:16]([N+:22]([O-:24])=[O:23])=[C:15]([CH:9]([C:7]#[N:8])[C:10]([O:12][CH3:13])=[O:11])[CH:20]=1. (2) The reactants are [CH3:1][NH:2][C:3]1[S:7][N:6]=[CH:5][N:4]=1.C[Si]([N-][Si](C)(C)C)(C)C.[Li+].[F:18][C:19]1[CH:24]=[C:23]([F:25])[C:22]([F:26])=[CH:21][C:20]=1[S:27](Cl)(=[O:29])=[O:28].[Cl-].[NH4+]. The catalyst is O1CCCC1. The product is [F:18][C:19]1[CH:24]=[C:23]([F:25])[C:22]([F:26])=[CH:21][C:20]=1[S:27]([N:2]([CH3:1])[C:3]1[S:7][N:6]=[CH:5][N:4]=1)(=[O:29])=[O:28]. The yield is 0.500. (3) The reactants are [N+:1]([C:4]1[CH:5]=[C:6]([NH:14][C:15](=[O:21])[O:16][C:17]([CH3:20])([CH3:19])[CH3:18])[CH:7]=[C:8]([C:10]([F:13])([F:12])[F:11])[CH:9]=1)([O-:3])=[O:2].C(=O)([O-])[O-].[Cs+].[Cs+].Cl.[CH3:29][N:30]([CH3:35])[CH2:31][CH2:32][CH2:33]Cl. The catalyst is C(#N)C. The product is [CH3:29][N:30]([CH3:35])[CH2:31][CH2:32][CH2:33][N:14]([C:6]1[CH:7]=[C:8]([C:10]([F:11])([F:12])[F:13])[CH:9]=[C:4]([N+:1]([O-:3])=[O:2])[CH:5]=1)[C:15](=[O:21])[O:16][C:17]([CH3:18])([CH3:20])[CH3:19]. The yield is 0.220. (4) The reactants are [CH3:1][O:2][C:3]1[C:12]2[C:11](=[O:13])[N:10]([CH2:14][C:15]([OH:17])=O)[N:9]=[N:8][C:7]=2[CH:6]=[CH:5][CH:4]=1.[F:18][C:19]([F:31])([F:30])[O:20][C:21]1[CH:26]=[CH:25][C:24]([C@@H:27]([NH2:29])[CH3:28])=[CH:23][CH:22]=1. No catalyst specified. The product is [CH3:1][O:2][C:3]1[C:12]2[C:11](=[O:13])[N:10]([CH2:14][C:15]([NH:29][C@H:27]([C:24]3[CH:23]=[CH:22][C:21]([O:20][C:19]([F:18])([F:30])[F:31])=[CH:26][CH:25]=3)[CH3:28])=[O:17])[N:9]=[N:8][C:7]=2[CH:6]=[CH:5][CH:4]=1. The yield is 0.600. (5) The reactants are C1(P(C2C=CC=CC=2)C2C=CC=CC=2)C=CC=CC=1.[CH3:20][N:21]([CH3:26])[CH2:22][CH2:23][CH2:24][OH:25].CCOC(/N=N/C(OCC)=O)=O.[CH2:39]([C:41]1[CH:63]=[CH:62][CH:61]=[CH:60][C:42]=1[NH:43][C:44]1[C:53]2[C:48](=[CH:49][C:50]([O:55][CH3:56])=[C:51](O)[CH:52]=2)[N:47]=[CH:46][C:45]=1[C:57]([NH2:59])=[O:58])[CH3:40]. The catalyst is C(Cl)Cl.C1COCC1. The product is [CH3:20][N:21]([CH3:26])[CH2:22][CH2:23][CH2:24][O:25][C:51]1[CH:52]=[C:53]2[C:48](=[CH:49][C:50]=1[O:55][CH3:56])[N:47]=[CH:46][C:45]([C:57]([NH2:59])=[O:58])=[C:44]2[NH:43][C:42]1[CH:60]=[CH:61][CH:62]=[CH:63][C:41]=1[CH2:39][CH3:40]. The yield is 0.240. (6) The reactants are Cl[C:2](Cl)([O:4]C(=O)OC(Cl)(Cl)Cl)Cl.[F:13][C:14]([F:22])([F:21])[CH:15]([OH:20])[C:16]([F:19])([F:18])[F:17].C(N(CC)C(C)C)(C)C.[CH3:32][C:33]1[CH:34]=[C:35]([C:39]2[CH:44]=[CH:43][C:42]([CH2:45][N:46]3[CH2:51][CH2:50][NH:49][CH2:48][CH2:47]3)=[C:41]([O:52][C:53]3[CH:58]=[CH:57][CH:56]=[CH:55][CH:54]=3)[CH:40]=2)[CH:36]=[CH:37][CH:38]=1. The catalyst is O.ClCCl. The product is [CH3:32][C:33]1[CH:34]=[C:35]([C:39]2[CH:44]=[CH:43][C:42]([CH2:45][N:46]3[CH2:47][CH2:48][N:49]([C:2]([O:20][CH:15]([C:16]([F:19])([F:18])[F:17])[C:14]([F:22])([F:21])[F:13])=[O:4])[CH2:50][CH2:51]3)=[C:41]([O:52][C:53]3[CH:58]=[CH:57][CH:56]=[CH:55][CH:54]=3)[CH:40]=2)[CH:36]=[CH:37][CH:38]=1. The yield is 0.560. (7) The reactants are C([O:5][C:6](=[O:27])[C:7]1[CH:12]=[CH:11][C:10]([CH2:13][N:14]([C:17]([C:19]2[CH2:20][N:21]([CH3:26])[C:22](=[O:25])[C:23]=2[OH:24])=[O:18])[O:15][CH3:16])=[CH:9][CH:8]=1)(C)(C)C.FC(F)(F)C(O)=O. The catalyst is ClCCl. The product is [OH:24][C:23]1[C:22](=[O:25])[N:21]([CH3:26])[CH2:20][C:19]=1[C:17]([N:14]([CH2:13][C:10]1[CH:9]=[CH:8][C:7]([C:6]([OH:27])=[O:5])=[CH:12][CH:11]=1)[O:15][CH3:16])=[O:18]. The yield is 0.800.